This data is from Full USPTO retrosynthesis dataset with 1.9M reactions from patents (1976-2016). The task is: Predict the reactants needed to synthesize the given product. (1) Given the product [CH3:1][O:2][C:3]1[CH:4]=[CH:5][C:6]2[NH:12][C:11](=[O:13])[N:10]([CH:14]3[CH2:19][CH2:18][N:17]([C:31]4[N:36]=[CH:35][N:34]=[C:33]([C:37]([O:39][C:40]([CH3:42])([CH3:41])[CH3:43])=[O:38])[C:32]=4[CH3:44])[CH2:16][CH2:15]3)[CH2:9][CH2:8][C:7]=2[CH:20]=1, predict the reactants needed to synthesize it. The reactants are: [CH3:1][O:2][C:3]1[CH:4]=[CH:5][C:6]2[NH:12][C:11](=[O:13])[N:10]([CH:14]3[CH2:19][CH2:18][NH:17][CH2:16][CH2:15]3)[CH2:9][CH2:8][C:7]=2[CH:20]=1.CCN(C(C)C)C(C)C.Cl[C:31]1[N:36]=[CH:35][N:34]=[C:33]([C:37]([O:39][C:40]([CH3:43])([CH3:42])[CH3:41])=[O:38])[C:32]=1[CH3:44].O. (2) Given the product [OH:8][CH:9]([CH3:38])[CH:10]([NH:17][C:18](=[O:37])[CH2:19][N:20]1[CH2:23][C:22]2([CH2:27][CH2:26][CH2:25][N:24]2[C:28]([C:30]2[N:34]([CH3:35])[N:33]=[CH:32][N:31]=2)=[O:29])[C:21]1=[O:36])[C:11]1[N:12]=[CH:13][CH:14]=[CH:15][N:16]=1, predict the reactants needed to synthesize it. The reactants are: [Si]([O:8][CH:9]([CH3:38])[CH:10]([NH:17][C:18](=[O:37])[CH2:19][N:20]1[CH2:23][C:22]2([CH2:27][CH2:26][CH2:25][N:24]2[C:28]([C:30]2[N:34]([CH3:35])[N:33]=[CH:32][N:31]=2)=[O:29])[C:21]1=[O:36])[C:11]1[N:16]=[CH:15][CH:14]=[CH:13][N:12]=1)(C(C)(C)C)(C)C.CCCC[N+](CCCC)(CCCC)CCCC.[F-]. (3) Given the product [CH2:1]([O:3][CH2:4][C:5]1[N:6]([CH2:29][CH:30]([CH3:31])[CH3:32])[C:7]2[C:16]3[CH:15]=[C:14]([O:17][CH2:18][C:19]4[CH:20]=[N:21][CH:22]=[CH:23][CH:24]=4)[CH:13]=[CH:12][C:11]=3[N:10]=[C:9]([NH2:27])[C:8]=2[N:28]=1)[CH3:2], predict the reactants needed to synthesize it. The reactants are: [CH2:1]([O:3][CH2:4][C:5]1[N:6]([CH2:29][CH:30]([CH3:32])[CH3:31])[C:7]2[C:16]3[C:11](=[CH:12][CH:13]=[C:14]([O:17][CH2:18][C:19]4[CH:20]=[N:21][CH:22]=[CH:23][CH:24]=4)[CH:15]=3)[N:10]3N=N[N:27]=[C:9]3[C:8]=2[N:28]=1)[CH3:2].C1(P(C2C=CC=CC=2)C2C=CC=CC=2)C=CC=CC=1.[OH-].[K+].